This data is from Reaction yield outcomes from USPTO patents with 853,638 reactions. The task is: Predict the reaction yield, written as a fraction of the theoretical maximum amount of product (1.0 means a 100% yield; for example, 0.34 means a 34% yield). (1) The reactants are [CH2:1]([O:3][C:4]([C:6]1[CH:7]=[N:8][N:9]([C:11]2[N:15]([CH2:16][O:17][CH2:18][CH2:19][O:20][CH3:21])[C:14]3[CH:22]=[C:23]([Cl:27])[C:24]([NH2:26])=[CH:25][C:13]=3[N:12]=2)[CH:10]=1)=[O:5])[CH3:2].NC1C(Cl)=CC2NC(N3C=C(C(O)=O)C=N3)=NC=2C=1.[CH:47]1([S:50](Cl)(=[O:52])=[O:51])[CH2:49][CH2:48]1. The catalyst is N1C=CC=CC=1. The product is [CH2:1]([O:3][C:4]([C:6]1[CH:7]=[N:8][N:9]([C:11]2[N:15]([CH2:16][O:17][CH2:18][CH2:19][O:20][CH3:21])[C:14]3[CH:22]=[C:23]([Cl:27])[C:24]([NH:26][S:50]([CH:47]4[CH2:49][CH2:48]4)(=[O:52])=[O:51])=[CH:25][C:13]=3[N:12]=2)[CH:10]=1)=[O:5])[CH3:2]. The yield is 0.760. (2) The reactants are Br[C:2]1[CH:3]=[CH:4][C:5]2[O:14][CH2:13][CH2:12][C:11]3[S:10][C:9]([C:15]4[N:16]([CH:20]([CH3:22])[CH3:21])[N:17]=[CH:18][N:19]=4)=[N:8][C:7]=3[C:6]=2[CH:23]=1.CC1(C)C(C)(C)OB([C:32]2[CH:33]=[CH:34][C:35]([N:38]3[CH2:43][CH2:42][O:41][CH2:40][CH2:39]3)=[N:36][CH:37]=2)O1. No catalyst specified. The product is [CH:20]([N:16]1[C:15]([C:9]2[S:10][C:11]3[CH2:12][CH2:13][O:14][C:5]4[CH:4]=[CH:3][C:2]([C:32]5[CH:37]=[N:36][C:35]([N:38]6[CH2:39][CH2:40][O:41][CH2:42][CH2:43]6)=[CH:34][CH:33]=5)=[CH:23][C:6]=4[C:7]=3[N:8]=2)=[N:19][CH:18]=[N:17]1)([CH3:22])[CH3:21]. The yield is 0.580. (3) The reactants are Br[C:2]1[CH:3]=[CH:4][C:5]([NH:8][C:9]([C:22]2[CH:27]=[CH:26][CH:25]=[CH:24][CH:23]=2)([C:16]2[CH:21]=[CH:20][CH:19]=[CH:18][CH:17]=2)[C:10]2[CH:15]=[CH:14][CH:13]=[CH:12][CH:11]=2)=[N:6][CH:7]=1.CC1(C)C(C)(C)OB([C:36]2[CH:37]=[CH:38][C:39]([NH2:42])=[N:40][CH:41]=2)O1.C(=O)([O-])[O-].[Na+].[Na+]. The catalyst is [Pd].C1(P(C2C=CC=CC=2)C2C=CC=CC=2)C=CC=CC=1.C1(P(C2C=CC=CC=2)C2C=CC=CC=2)C=CC=CC=1.C1(P(C2C=CC=CC=2)C2C=CC=CC=2)C=CC=CC=1.C1(P(C2C=CC=CC=2)C2C=CC=CC=2)C=CC=CC=1.O1CCOCC1. The product is [C:9]([NH:8][C:5]1[N:6]=[CH:7][C:2]([C:36]2[CH:41]=[N:40][C:39]([NH2:42])=[CH:38][CH:37]=2)=[CH:3][CH:4]=1)([C:22]1[CH:27]=[CH:26][CH:25]=[CH:24][CH:23]=1)([C:16]1[CH:21]=[CH:20][CH:19]=[CH:18][CH:17]=1)[C:10]1[CH:15]=[CH:14][CH:13]=[CH:12][CH:11]=1. The yield is 0.420. (4) The reactants are OC1N=C2C=C(/C=C/C3SC=C(C(C)C)N=3)C=CN2C(=O)C=1.OC1CCCN(C2N=C3C=C(/C=C/C4SC=C(C(C)C)N=4)C=CN3C(=O)C=2)C1.[CH:51]([O:53][CH:54]1[CH2:59][CH2:58][CH2:57][N:56]([C:60]2[N:61]=[C:62]3[CH:79]=[C:78](/[CH:80]=[CH:81]/[C:82]4[S:83][CH:84]=[C:85]([CH:87]([CH3:89])[CH3:88])[N:86]=4)[CH:77]=[CH:76][N:63]3[C:64](=[O:75])[C:65]=2/[CH:66]=[CH:67]/[C:68]([O:70][C:71]([CH3:74])([CH3:73])[CH3:72])=[O:69])[CH2:55]1)=[O:52]. No catalyst specified. The product is [CH:51]([O:53][C@H:54]1[CH2:59][CH2:58][CH2:57][N:56]([C:60]2[N:61]=[C:62]3[CH:79]=[C:78](/[CH:80]=[CH:81]/[C:82]4[S:83][CH:84]=[C:85]([CH:87]([CH3:89])[CH3:88])[N:86]=4)[CH:77]=[CH:76][N:63]3[C:64](=[O:75])[C:65]=2/[CH:66]=[CH:67]/[C:68]([O:70][C:71]([CH3:74])([CH3:73])[CH3:72])=[O:69])[CH2:55]1)=[O:52]. The yield is 0.190. (5) The reactants are Br[C:2]1[CH:7]=[CH:6][C:5]([C:8]2[N:17]=[C:16]([NH:18][C:19]3[NH:20][N:21]=[C:22]([CH3:24])[CH:23]=3)[C:15]3[C:10](=[CH:11][CH:12]=[CH:13][CH:14]=3)[N:9]=2)=[CH:4][CH:3]=1.[C:25]1(B(O)O)[CH:30]=[CH:29][CH:28]=[CH:27][CH:26]=1.C([O-])([O-])=O.[Na+].[Na+].C1(P(C2C=CC=CC=2)C2C=CC=CC=2)C=CC=CC=1. The catalyst is C1COCC1.O.C([O-])(=O)C.[Pd+2].C([O-])(=O)C. The product is [C:2]1([C:25]2[CH:30]=[CH:29][CH:28]=[CH:27][CH:26]=2)[CH:7]=[CH:6][C:5]([C:8]2[N:17]=[C:16]([NH:18][C:19]3[NH:20][N:21]=[C:22]([CH3:24])[CH:23]=3)[C:15]3[C:10](=[CH:11][CH:12]=[CH:13][CH:14]=3)[N:9]=2)=[CH:4][CH:3]=1. The yield is 0.510. (6) The reactants are Br[C:2]1[CH:3]=[C:4]2[C:9](=[N:10][CH:11]=1)[NH:8][C:7](=[O:12])[CH2:6][CH2:5]2.[C:13]([O:17][C:18]([CH3:21])([CH3:20])[CH3:19])(=[O:16])[CH:14]=[CH2:15].CCN(C(C)C)C(C)C.CC1C=CC=CC=1P(C1C=CC=CC=1C)C1C=CC=CC=1C. The catalyst is C(#N)CC.CN(C=O)C.CC([O-])=O.CC([O-])=O.[Pd+2]. The product is [O:12]=[C:7]1[NH:8][C:9]2[N:10]=[CH:11][C:2](/[CH:15]=[CH:14]/[C:13]([O:17][C:18]([CH3:21])([CH3:20])[CH3:19])=[O:16])=[CH:3][C:4]=2[CH2:5][CH2:6]1. The yield is 0.450. (7) The reactants are [CH2:1]([CH:3]([C:6]1[C:7]2[N:8]([C:13]([C:17]3[S:18][C:19]([C:23]4[CH:28]=[CH:27][CH:26]=[C:25]([CH3:29])[N:24]=4)=[CH:20][C:21]=3[CH3:22])=[C:14]([CH3:16])[N:15]=2)[N:9]=[C:10]([CH3:12])[CH:11]=1)[CH2:4][CH3:5])[CH3:2].C([Cl:33])(C)=O. The catalyst is CO. The product is [ClH:33].[CH2:1]([CH:3]([C:6]1[C:7]2[N:8]([C:13]([C:17]3[S:18][C:19]([C:23]4[CH:28]=[CH:27][CH:26]=[C:25]([CH3:29])[N:24]=4)=[CH:20][C:21]=3[CH3:22])=[C:14]([CH3:16])[N:15]=2)[N:9]=[C:10]([CH3:12])[CH:11]=1)[CH2:4][CH3:5])[CH3:2]. The yield is 0.420. (8) The reactants are [C:1]([CH:5]=P(C1C=CC=CC=1)(C1C=CC=CC=1)C1C=CC=CC=1)([O:3][CH3:4])=[O:2].O=[C:26]([CH2:32][C:33]([O:35][CH3:36])=[O:34])[CH2:27][C:28]([O:30][CH3:31])=[O:29]. The catalyst is C1(C)C=CC=CC=1. The product is [CH3:31][O:30][C:28](=[O:29])[CH2:27][C:26](=[CH:5][C:1]([O:3][CH3:4])=[O:2])[CH2:32][C:33]([O:35][CH3:36])=[O:34]. The yield is 0.530. (9) The reactants are [Br:1][C:2]1[CH:3]=[C:4]([NH:13][CH:14]2[CH2:19][CH2:18][O:17][CH2:16][CH2:15]2)[C:5]([CH3:12])=[C:6]([CH:11]=1)[C:7]([O:9][CH3:10])=[O:8].[CH:20](=O)[CH3:21].C(O)(=O)C.C(O[BH-](OC(=O)C)OC(=O)C)(=O)C.[Na+]. The catalyst is ClC(Cl)C. The product is [Br:1][C:2]1[CH:3]=[C:4]([N:13]([CH2:20][CH3:21])[CH:14]2[CH2:19][CH2:18][O:17][CH2:16][CH2:15]2)[C:5]([CH3:12])=[C:6]([CH:11]=1)[C:7]([O:9][CH3:10])=[O:8]. The yield is 0.930.